From a dataset of Peptide-MHC class I binding affinity with 185,985 pairs from IEDB/IMGT. Regression. Given a peptide amino acid sequence and an MHC pseudo amino acid sequence, predict their binding affinity value. This is MHC class I binding data. (1) The peptide sequence is FLTSVINRV. The MHC is H-2-Kb with pseudo-sequence H-2-Kb. The binding affinity (normalized) is 0. (2) The peptide sequence is ETLNEYKQLY. The MHC is HLA-A33:01 with pseudo-sequence HLA-A33:01. The binding affinity (normalized) is 0.418. (3) The peptide sequence is VPPYFPKGSL. The MHC is H-2-Dd with pseudo-sequence H-2-Dd. The binding affinity (normalized) is 0. (4) The MHC is HLA-A02:03 with pseudo-sequence HLA-A02:03. The peptide sequence is SFWFFHPPY. The binding affinity (normalized) is 0.0847. (5) The peptide sequence is ELVRKTRFL. The MHC is HLA-B58:01 with pseudo-sequence HLA-B58:01. The binding affinity (normalized) is 0.0847.